From a dataset of Full USPTO retrosynthesis dataset with 1.9M reactions from patents (1976-2016). Predict the reactants needed to synthesize the given product. (1) Given the product [F:22][C:23]1[CH:28]=[CH:27][C:26]([C:2]2[N:7]=[C:6]([NH2:8])[N:5]=[C:4]([NH:9][CH2:10][CH2:11][C:12]3[CH:17]=[CH:16][C:15]([S:18]([CH3:21])(=[O:20])=[O:19])=[CH:14][CH:13]=3)[CH:3]=2)=[C:25]([CH3:32])[C:24]=1[CH3:33], predict the reactants needed to synthesize it. The reactants are: Cl[C:2]1[N:7]=[C:6]([NH2:8])[N:5]=[C:4]([NH:9][CH2:10][CH2:11][C:12]2[CH:17]=[CH:16][C:15]([S:18]([CH3:21])(=[O:20])=[O:19])=[CH:14][CH:13]=2)[CH:3]=1.[F:22][C:23]1[CH:28]=[CH:27][C:26](B(O)O)=[C:25]([CH3:32])[C:24]=1[CH3:33]. (2) Given the product [Cl:1][C:2]1[C:3]([O:12][C:13]([O:14][CH3:15])=[O:27])=[C:4]([CH:5]=[CH:6][C:7]=1[C:8]([F:11])([F:10])[F:9])[C:22]([O:24][CH3:25])=[O:23], predict the reactants needed to synthesize it. The reactants are: [Cl:1][C:2]1[C:7]([C:8]([F:11])([F:10])[F:9])=[CH:6][CH:5]=[CH:4][C:3]=1[O:12][CH2:13][O:14][CH3:15].C([Li])CCC.Cl[C:22]([O:24][CH3:25])=[O:23].C(=O)(O)[O-:27].[Na+]. (3) Given the product [CH:1]1([C:17]([C:8]2[CH:9]=[CH:10][C:11]([C:13]([F:14])([F:15])[F:16])=[CH:12][C:7]=2[F:6])([OH:19])[CH3:18])[CH2:3][CH2:2]1, predict the reactants needed to synthesize it. The reactants are: [CH:1]1(Br)[CH2:3][CH2:2]1.[Mg].[F:6][C:7]1[CH:12]=[C:11]([C:13]([F:16])([F:15])[F:14])[CH:10]=[CH:9][C:8]=1[C:17](=[O:19])[CH3:18]. (4) Given the product [N:67]1([CH2:72][C:73]2[CH:80]=[CH:79][C:76]([C:77]3[NH:42][C:39]4=[N:40][CH:41]=[C:36]([Cl:35])[C:37]([N:46]5[CH2:51][CH2:50][N:49]([CH2:52][C:53]6[CH:54]=[N:55][CH:56]=[CH:57][CH:58]=6)[CH2:48][CH2:47]5)=[C:38]4[N:43]=3)=[CH:75][CH:74]=2)[CH:71]=[CH:70][CH:69]=[N:68]1, predict the reactants needed to synthesize it. The reactants are: BrC1C(N2CCN(C(NC3C=CC=CC=3)=O)CC2)=C2N=C(C3C=CC(N(C)C)=CC=3)NC2=NC=1.[Cl:35][C:36]1[C:37]([N:46]2[CH2:51][CH2:50][N:49]([CH2:52][C:53]3[CH:54]=[N:55][CH:56]=[CH:57][CH:58]=3)[CH2:48][CH2:47]2)=[C:38]([N+:43]([O-])=O)[C:39]([NH2:42])=[N:40][CH:41]=1.[O-]S(S([O-])=O)=O.[Na+].[Na+].[N:67]1([CH2:72][C:73]2[CH:80]=[CH:79][C:76]([CH:77]=O)=[CH:75][CH:74]=2)[CH:71]=[CH:70][CH:69]=[N:68]1. (5) Given the product [NH2:1][C:2]1[CH:3]=[N:4][CH:5]=[CH:6][C:7]=1[C:18]1[CH2:23][CH2:22][N:21]([C:24]([O:26][C:27]([CH3:30])([CH3:29])[CH3:28])=[O:25])[CH2:20][CH:19]=1, predict the reactants needed to synthesize it. The reactants are: [NH2:1][C:2]1[CH:3]=[N:4][CH:5]=[CH:6][C:7]=1I.B1([C:18]2[CH2:23][CH2:22][N:21]([C:24]([O:26][C:27]([CH3:30])([CH3:29])[CH3:28])=[O:25])[CH2:20][CH:19]=2)OC(C)(C)C(C)(C)O1.CC([O-])=O.[Na+].N#N. (6) Given the product [CH:1]1([CH2:4][C:5]2[N:10]3[CH:11]=[N:12][C:13]([N:17]4[CH2:22][CH2:21][C:20]([C:24]5[CH:25]=[CH:26][C:27]([F:30])=[CH:28][CH:29]=5)([OH:23])[CH2:19][CH2:18]4)=[C:14]([O:15][CH3:16])[C:9]3=[N:8][N:7]=2)[CH2:3][CH2:2]1, predict the reactants needed to synthesize it. The reactants are: [CH:1]1([CH2:4][C:5]([NH:7][NH:8][C:9]2[C:14]([O:15][CH3:16])=[C:13]([N:17]3[CH2:22][CH2:21][C:20]([C:24]4[CH:29]=[CH:28][C:27]([F:30])=[CH:26][CH:25]=4)([OH:23])[CH2:19][CH2:18]3)[N:12]=[CH:11][N:10]=2)=O)[CH2:3][CH2:2]1.P(Cl)(Cl)(Cl)=O. (7) Given the product [C:14]([O:32][Si:27]([O:30][CH3:31])([O:28][CH3:29])[CH2:8][CH2:6][CH2:7][CH2:16][C:15]([O:18][C:19]([CH3:22])([CH3:21])[CH3:20])=[O:17])([CH3:13])([CH3:9])[CH3:34], predict the reactants needed to synthesize it. The reactants are: [Li+].CC([N-][CH:6]([CH3:8])[CH3:7])C.[CH2:9]1[CH2:14][CH2:13]CCC1.[C:15]([O:18][C:19]([CH3:22])([CH3:21])[CH3:20])(=[O:17])[CH3:16].ICCC[Si:27]([O:32]C)([O:30][CH3:31])[O:28][CH3:29].[CH2:34]1COCC1. (8) The reactants are: [H-].[Na+].[F:3][C:4]1[CH:5]=[C:6]([N:10]2[CH2:14][CH2:13][CH:12]([O:15][C:16]3[CH:21]=[CH:20][C:19]([CH:22]4[CH:27]([O:28][CH2:29][C:30]5[CH:31]=[CH:32][C:33]6[O:38][CH2:37][CH2:36][N:35]([CH2:39][CH2:40][CH2:41][O:42][CH3:43])[C:34]=6[CH:44]=5)[CH2:26][N:25]([S:45]([C:48]5[CH:53]=[CH:52][C:51]([CH3:54])=[CH:50][CH:49]=5)(=[O:47])=[O:46])[CH2:24][CH:23]4[OH:55])=[CH:18][CH:17]=3)[CH2:11]2)[CH:7]=[CH:8][CH:9]=1.[CH3:56][N:57]([S:71]([C:74]1[CH:79]=[CH:78][C:77]([CH3:80])=[CH:76][CH:75]=1)(=[O:73])=[O:72])[CH2:58][CH2:59]OS(C1C=CC(C)=CC=1)(=O)=O. Given the product [F:3][C:4]1[CH:5]=[C:6]([N:10]2[CH2:14][CH2:13][CH:12]([O:15][C:16]3[CH:17]=[CH:18][C:19]([CH:22]4[CH:27]([O:28][CH2:29][C:30]5[CH:31]=[CH:32][C:33]6[O:38][CH2:37][CH2:36][N:35]([CH2:39][CH2:40][CH2:41][O:42][CH3:43])[C:34]=6[CH:44]=5)[CH2:26][N:25]([S:45]([C:48]5[CH:53]=[CH:52][C:51]([CH3:54])=[CH:50][CH:49]=5)(=[O:47])=[O:46])[CH2:24][CH:23]4[O:55][CH2:59][CH2:58][N:57]([CH3:56])[S:71]([C:74]4[CH:79]=[CH:78][C:77]([CH3:80])=[CH:76][CH:75]=4)(=[O:73])=[O:72])=[CH:20][CH:21]=3)[CH2:11]2)[CH:7]=[CH:8][CH:9]=1, predict the reactants needed to synthesize it.